Dataset: Forward reaction prediction with 1.9M reactions from USPTO patents (1976-2016). Task: Predict the product of the given reaction. Given the reactants COC1C=CC(P2(SP(C3C=CC(OC)=CC=3)(=S)S2)=[S:10])=CC=1.[F:23][C:24]1[CH:29]=[CH:28][C:27]([C:30]2[O:31][C:32]3[CH:41]=[C:40]([NH:42][S:43]([CH3:46])(=[O:45])=[O:44])[C:39]([O:47][CH:48]([CH3:50])[CH3:49])=[CH:38][C:33]=3[C:34]=2[C:35]([NH2:37])=O)=[CH:26][CH:25]=1, predict the reaction product. The product is: [F:23][C:24]1[CH:29]=[CH:28][C:27]([C:30]2[O:31][C:32]3[CH:41]=[C:40]([NH:42][S:43]([CH3:46])(=[O:44])=[O:45])[C:39]([O:47][CH:48]([CH3:49])[CH3:50])=[CH:38][C:33]=3[C:34]=2[C:35](=[S:10])[NH2:37])=[CH:26][CH:25]=1.